Dataset: Reaction yield outcomes from USPTO patents with 853,638 reactions. Task: Predict the reaction yield, written as a fraction of the theoretical maximum amount of product (1.0 means a 100% yield; for example, 0.34 means a 34% yield). (1) The reactants are C([O:8][C:9]1[CH:39]=[CH:38][C:12]([CH2:13][N:14]([CH2:26][CH2:27][C:28]2[CH:33]=[CH:32][CH:31]=[C:30]([C:34]([F:37])([F:36])[F:35])[CH:29]=2)[C:15](=[O:25])[C:16]2[CH:21]=[C:20]([Cl:22])[CH:19]=[CH:18][C:17]=2[NH:23][CH3:24])=[CH:11][CH:10]=1)C1C=CC=CC=1. The catalyst is C(OC(=O)C)C.[Pd]. The product is [Cl:22][C:20]1[CH:19]=[CH:18][C:17]([NH:23][CH3:24])=[C:16]([CH:21]=1)[C:15]([N:14]([CH2:13][C:12]1[CH:11]=[CH:10][C:9]([OH:8])=[CH:39][CH:38]=1)[CH2:26][CH2:27][C:28]1[CH:33]=[CH:32][CH:31]=[C:30]([C:34]([F:37])([F:35])[F:36])[CH:29]=1)=[O:25]. The yield is 0.750. (2) The reactants are C(OC(=O)[NH:10][CH2:11][CH2:12][CH2:13][CH2:14][C:15]1[CH:20]=[CH:19][C:18]([O:21][CH2:22][C:23](=[O:31])[N:24]([CH2:28][CH2:29][OH:30])[CH2:25][CH2:26][OH:27])=[CH:17][CH:16]=1)C1C=CC=CC=1.[H][H]. The catalyst is C(O)C.[Pd]. The product is [NH2:10][CH2:11][CH2:12][CH2:13][CH2:14][C:15]1[CH:20]=[CH:19][C:18]([O:21][CH2:22][C:23]([N:24]([CH2:28][CH2:29][OH:30])[CH2:25][CH2:26][OH:27])=[O:31])=[CH:17][CH:16]=1. The yield is 0.720. (3) The reactants are [CH3:1][CH:2]([NH2:4])[CH3:3].[Br:5][C:6]1[CH:14]=[CH:13][C:9]([C:10](O)=[O:11])=[CH:8][C:7]=1[F:15].C(Cl)Cl.F[P-](F)(F)(F)(F)F.N1(O[P+](N(C)C)(N(C)C)N(C)C)C2C=CC=CC=2N=N1.C(N(CC)C(C)C)(C)C.C([O-])(O)=O.[Na+]. No catalyst specified. The product is [Br:5][C:6]1[CH:14]=[CH:13][C:9]([C:10]([NH:4][CH:2]([CH3:3])[CH3:1])=[O:11])=[CH:8][C:7]=1[F:15]. The yield is 0.918. (4) The reactants are [CH2:1]([O:3][C:4](=[O:14])[C:5](=O)[CH:6]([CH:8]1[CH2:12][CH2:11][CH2:10][CH2:9]1)O)[CH3:2].C(O)(=O)C(O)=O.[CH3:21][CH:22]([CH3:27])[CH2:23][CH2:24][NH:25][NH2:26].CC([O-])=O.[Na+]. The catalyst is C(O)C.CCOC(C)=O. The product is [CH2:1]([O:3][C:4](=[O:14])[C:5](=[N:26][NH:25][CH2:24][CH2:23][CH:22]([CH3:27])[CH3:21])[CH:6]=[C:8]1[CH2:12][CH2:11][CH2:10][CH2:9]1)[CH3:2]. The yield is 0.210. (5) The yield is 0.0600. The product is [Cl:23][C:24]1[CH:25]=[C:26]([C:2]2[CH:3]=[C:4]([C:9]3[N:13]4[CH:14]=[CH:15][C:16]([C:19]([OH:22])([CH3:20])[CH3:21])=[C:17]([F:18])[C:12]4=[N:11][CH:10]=3)[CH:5]=[CH:6][C:7]=2[F:8])[CH:27]=[CH:28][C:29]=1[F:30]. No catalyst specified. The reactants are Cl[C:2]1[CH:3]=[C:4]([C:9]2[N:13]3[CH:14]=[CH:15][C:16]([C:19]([OH:22])([CH3:21])[CH3:20])=[C:17]([F:18])[C:12]3=[N:11][CH:10]=2)[CH:5]=[CH:6][C:7]=1[F:8].[Cl:23][C:24]1[CH:25]=[C:26](B(O)O)[CH:27]=[CH:28][C:29]=1[F:30].